From a dataset of Forward reaction prediction with 1.9M reactions from USPTO patents (1976-2016). Predict the product of the given reaction. (1) Given the reactants [Br:1][C:2]1[N:7]=[C:6]([Cl:8])[C:5]2[N:9]=[C:10](/[C:14](=[N:17]/[OH:18])/[C:15]#[N:16])[N:11]([CH2:12][CH3:13])[C:4]=2[CH:3]=1.NO.CC[N:23](CC)CC, predict the reaction product. The product is: [Br:1][C:2]1[N:7]=[C:6]([Cl:8])[C:5]2[N:9]=[C:10]([C:14]3[C:15]([NH2:23])=[N:16][O:18][N:17]=3)[N:11]([CH2:12][CH3:13])[C:4]=2[CH:3]=1. (2) Given the reactants Cl[C:2]1[CH:7]=[CH:6][N:5]=[C:4]2[CH:8]=[C:9]([C:11]3[CH:16]=[C:15]([O:17][CH3:18])[C:14]([O:19][CH3:20])=[C:13]([O:21][CH3:22])[CH:12]=3)[O:10][C:3]=12.[CH3:23][N:24]1[CH2:29][CH2:28][N:27]([C:30]([C:32]2[CH:33]=[C:34](B3OC(C)(C)C(C)(C)O3)[CH:35]=[CH:36][CH:37]=2)=[O:31])[CH2:26][CH2:25]1, predict the reaction product. The product is: [CH3:23][N:24]1[CH2:29][CH2:28][N:27]([C:30]([C:32]2[CH:33]=[CH:34][CH:35]=[C:36]([C:2]3[CH:7]=[CH:6][N:5]=[C:4]4[CH:8]=[C:9]([C:11]5[CH:16]=[C:15]([O:17][CH3:18])[C:14]([O:19][CH3:20])=[C:13]([O:21][CH3:22])[CH:12]=5)[O:10][C:3]=34)[CH:37]=2)=[O:31])[CH2:26][CH2:25]1. (3) Given the reactants [Cl:1][C:2]1[CH:10]=[CH:9][CH:8]=[C:7]2[C:3]=1[C:4]([C:15]([OH:17])=O)=[CH:5][N:6]2[CH2:11][CH2:12][O:13][CH3:14].C(C1NC=CN=1)(C1NC=CN=1)=O.[F:30][C:31]([F:50])([F:49])[C:32]([NH:34][CH2:35][C:36]1[CH:41]=[CH:40][C:39]([F:42])=[C:38]([CH:43]2[CH2:48][CH2:47][NH:46][CH2:45][CH2:44]2)[CH:37]=1)=[O:33], predict the reaction product. The product is: [Cl:1][C:2]1[CH:10]=[CH:9][CH:8]=[C:7]2[C:3]=1[C:4]([C:15]([N:46]1[CH2:47][CH2:48][CH:43]([C:38]3[CH:37]=[C:36]([CH:41]=[CH:40][C:39]=3[F:42])[CH2:35][NH:34][C:32](=[O:33])[C:31]([F:50])([F:49])[F:30])[CH2:44][CH2:45]1)=[O:17])=[CH:5][N:6]2[CH2:11][CH2:12][O:13][CH3:14]. (4) Given the reactants [CH3:1][C:2]1([CH3:12])[C:10]2[C:5](=[CH:6][CH:7]=[CH:8][CH:9]=2)[NH:4][C:3]1=[O:11].[H-].[Na+].[C:15]([O:19][C:20]([NH:22][C@H:23]1[CH2:28][CH2:27][C@H:26]([CH2:29]OS(C(F)(F)F)(=O)=O)[CH2:25][CH2:24]1)=[O:21])([CH3:18])([CH3:17])[CH3:16], predict the reaction product. The product is: [C:15]([O:19][C:20](=[O:21])[NH:22][CH:23]1[CH2:24][CH2:25][CH:26]([CH2:29][N:4]2[C:5]3[C:10](=[CH:9][CH:8]=[CH:7][CH:6]=3)[C:2]([CH3:12])([CH3:1])[C:3]2=[O:11])[CH2:27][CH2:28]1)([CH3:18])([CH3:16])[CH3:17]. (5) Given the reactants [Cl:1][C:2]1[CH:34]=[CH:33][C:5]([CH2:6][NH:7][C:8](=[O:32])[CH2:9][C@@H:10]2CC=C[CH2:18][CH2:17][C:16](=[O:22])[O:15][C@H:14]([C:23]3[CH:28]=[CH:27][CH:26]=[CH:25][CH:24]=3)[C@H:13]([CH3:29])[N:12]([CH3:30])[C:11]2=[O:31])=[CH:4][CH:3]=1.C[N+]1([O-])CC[O:39]CC1.S([O-])([O-])=O.[Na+].[Na+].C[C:50]([OH:53])([CH3:52])[CH3:51].C1COCC1.O, predict the reaction product. The product is: [Cl:1][C:2]1[CH:34]=[CH:33][C:5]([CH2:6][NH:7][C:8](=[O:32])[CH2:9][C@@H:10]2[CH2:52][C@H:50]([OH:53])[C@@H:51]([OH:39])[CH2:18][CH2:17][C:16](=[O:22])[O:15][C@H:14]([C:23]3[CH:28]=[CH:27][CH:26]=[CH:25][CH:24]=3)[C@H:13]([CH3:29])[N:12]([CH3:30])[C:11]2=[O:31])=[CH:4][CH:3]=1. (6) Given the reactants [CH3:1][N:2]([C:7]1[C:12]([NH:13][C:14]2[N:22]3[C:17]([CH:18]=[N:19][C:20]([S:23][CH3:24])=[N:21]3)=[CH:16][CH:15]=2)=[CH:11][CH:10]=[CH:9][N:8]=1)[S:3]([CH3:6])(=[O:5])=[O:4].C(Cl)Cl.ClC1C=CC=C(C(OO)=[O:36])C=1.C(=O)(O)[O-].[Na+], predict the reaction product. The product is: [CH3:24][S:23]([C:20]1[N:19]=[CH:18][C:17]2=[CH:16][CH:15]=[C:14]([NH:13][C:12]3[C:7]([N:2]([CH3:1])[S:3]([CH3:6])(=[O:4])=[O:5])=[N:8][CH:9]=[CH:10][CH:11]=3)[N:22]2[N:21]=1)=[O:36].